From a dataset of Full USPTO retrosynthesis dataset with 1.9M reactions from patents (1976-2016). Predict the reactants needed to synthesize the given product. (1) Given the product [C:1](/[C:3](=[C:7](/[N:9]1[CH2:14][CH2:13][CH:12]([C:15]2[CH:20]=[CH:19][CH:18]=[CH:17][CH:16]=2)[CH2:11][CH2:10]1)\[CH3:8])/[C:4](=[S:6])/[N:5]=[CH:23]/[N:24]([CH3:26])[CH3:25])#[N:2], predict the reactants needed to synthesize it. The reactants are: [C:1](/[C:3](=[C:7](/[N:9]1[CH2:14][CH2:13][CH:12]([C:15]2[CH:20]=[CH:19][CH:18]=[CH:17][CH:16]=2)[CH2:11][CH2:10]1)\[CH3:8])/[C:4](=[S:6])[NH2:5])#[N:2].CO[CH:23](OC)[N:24]([CH3:26])[CH3:25]. (2) Given the product [CH3:1][O:2][C:3]1[N:8]=[CH:7][C:6]([C:9]2[S:10][CH:11]=[C:12]([CH2:14][C:15]([OH:17])=[O:16])[N:13]=2)=[CH:5][CH:4]=1, predict the reactants needed to synthesize it. The reactants are: [CH3:1][O:2][C:3]1[N:8]=[CH:7][C:6]([C:9]2[S:10][CH:11]=[C:12]([CH2:14][C:15]([O:17]C)=[O:16])[N:13]=2)=[CH:5][CH:4]=1.[Li+].[OH-].Cl. (3) Given the product [CH2:15]([O:8][C:7]([C:5]1[S:6][C:2]([CH3:1])=[CH:3][CH:4]=1)=[O:9])[CH3:16], predict the reactants needed to synthesize it. The reactants are: [CH3:1][C:2]1[S:6][C:5]([C:7]([OH:9])=[O:8])=[CH:4][CH:3]=1.OS(O)(=O)=O.[CH3:15][CH2:16]O. (4) Given the product [OH:8][C:9]1[CH:10]=[C:11]([C:17]2[CH:22]=[CH:21][CH:20]=[C:19]([CH2:23][C:24]([O:26][CH3:27])=[O:25])[CH:18]=2)[CH:12]=[CH:13][C:14]=1[O:15][CH3:16], predict the reactants needed to synthesize it. The reactants are: C([O:8][C:9]1[CH:10]=[C:11]([C:17]2[CH:22]=[CH:21][CH:20]=[C:19]([CH2:23][C:24]([O:26][CH3:27])=[O:25])[CH:18]=2)[CH:12]=[CH:13][C:14]=1[O:15][CH3:16])C1C=CC=CC=1.[H][H].